From a dataset of Peptide-MHC class II binding affinity with 134,281 pairs from IEDB. Regression. Given a peptide amino acid sequence and an MHC pseudo amino acid sequence, predict their binding affinity value. This is MHC class II binding data. The peptide sequence is AGFKGEQGPKG. The MHC is DRB1_0401 with pseudo-sequence DRB1_0401. The binding affinity (normalized) is 0.515.